From a dataset of Forward reaction prediction with 1.9M reactions from USPTO patents (1976-2016). Predict the product of the given reaction. Given the reactants Br[C:2]1[CH:3]=[N:4][CH:5]=[N:6][CH:7]=1.[Li]CCCC.[Br:13][C:14]1[CH:15]=[CH:16][C:17]([C:20]([F:32])([F:31])[C:21]([C:23]2[CH:28]=[CH:27][C:26]([F:29])=[CH:25][C:24]=2[F:30])=[O:22])=[N:18][CH:19]=1, predict the reaction product. The product is: [Br:13][C:14]1[CH:15]=[CH:16][C:17]([C:20]([F:31])([F:32])[C:21]([C:23]2[CH:28]=[CH:27][C:26]([F:29])=[CH:25][C:24]=2[F:30])([C:2]2[CH:3]=[N:4][CH:5]=[N:6][CH:7]=2)[OH:22])=[N:18][CH:19]=1.